From a dataset of Full USPTO retrosynthesis dataset with 1.9M reactions from patents (1976-2016). Predict the reactants needed to synthesize the given product. (1) Given the product [Si:11]([O:10][C:5]1[CH:4]=[CH:9][C:8]([CH2:19][CH2:20][C:30]([OH:32])=[O:31])=[CH:7][CH:6]=1)([C:14]([CH3:15])([CH3:16])[CH3:17])([CH3:12])[CH3:13], predict the reactants needed to synthesize it. The reactants are: BrC(Br)=C[C:4]1[CH:9]=[CH:8][CH:7]=[CH:6][C:5]=1[O:10][Si:11]([C:14]([CH3:17])([CH3:16])[CH3:15])([CH3:13])[CH3:12].[CH2:19]([Li])[CH2:20]CC.CCCCCC.[C:30](=[O:32])=[O:31].O. (2) Given the product [C:1]([C:5]1[CH:9]=[C:8]([NH:10][C:11]([NH:13][C:14]2[C:23]3[C:18](=[CH:19][CH:20]=[CH:21][CH:22]=3)[CH:17]=[CH:16][CH:15]=2)=[O:12])[N:7]([C:24]2[CH:29]=[CH:28][C:27]([O:30][CH2:34][C:33]([O:32][CH3:31])=[O:36])=[CH:26][CH:25]=2)[N:6]=1)([CH3:4])([CH3:2])[CH3:3], predict the reactants needed to synthesize it. The reactants are: [C:1]([C:5]1[CH:9]=[C:8]([NH:10][C:11]([NH:13][C:14]2[C:23]3[C:18](=[CH:19][CH:20]=[CH:21][CH:22]=3)[CH:17]=[CH:16][CH:15]=2)=[O:12])[N:7]([C:24]2[CH:29]=[CH:28][C:27]([OH:30])=[CH:26][CH:25]=2)[N:6]=1)([CH3:4])([CH3:3])[CH3:2].[CH3:31][O:32][C:33](=[O:36])[CH2:34]Cl.